Dataset: CYP1A2 inhibition data for predicting drug metabolism from PubChem BioAssay. Task: Regression/Classification. Given a drug SMILES string, predict its absorption, distribution, metabolism, or excretion properties. Task type varies by dataset: regression for continuous measurements (e.g., permeability, clearance, half-life) or binary classification for categorical outcomes (e.g., BBB penetration, CYP inhibition). Dataset: cyp1a2_veith. (1) The compound is COC(=O)C1=C(C)N=C2SC(C#N)=C(N)N2C1c1ccc(OC)cc1. The result is 0 (non-inhibitor). (2) The molecule is O=S(=O)(c1ccccc1)N1CCC2(CCN(c3cccc(-c4ccccc4)c3)CC2)CC1. The result is 0 (non-inhibitor). (3) The molecule is COC(=O)CN1C(=S)N(c2ccc(Cl)cc2)C(=O)C1CC(=O)Nc1ccc(Cl)cc1. The result is 1 (inhibitor). (4) The drug is COc1ccc(CCN(C(=O)C(F)(F)F)C(C(=O)NC2CCCC2)c2cccs2)cc1. The result is 1 (inhibitor). (5) The compound is CN1CCN(CCCNC(=O)C2CCN(c3nnc(-n4cccc4)s3)CC2)CC1. The result is 0 (non-inhibitor). (6) The molecule is Nc1ncn([C@H]2O[C@@H](CO)[C@@H](O)[C@@H]2O)c(=O)n1. The result is 0 (non-inhibitor).